Predict which catalyst facilitates the given reaction. From a dataset of Catalyst prediction with 721,799 reactions and 888 catalyst types from USPTO. (1) Reactant: FC(F)(F)S(O[CH2:7][C:8]([F:16])([F:15])[CH:9]([F:14])[C:10]([F:13])([F:12])[F:11])(=O)=O.C(=O)([O-])[O-].[K+].[K+].[C:25](#[N:29])[CH2:26][C:27]#[N:28].O. Product: [F:15][C:8]([F:16])([CH:9]([F:14])[C:10]([F:13])([F:12])[F:11])[CH2:7][CH:26]([C:25]#[N:29])[C:27]#[N:28]. The catalyst class is: 16. (2) Reactant: [Si:1]([O:8][CH2:9][CH2:10][N:11]=[C:12]=[O:13])([C:4]([CH3:7])([CH3:6])[CH3:5])([CH3:3])[CH3:2].[N+:14](=[C:16]1[N:20]=[CH:19][N:18]=[C:17]1[C:21]([NH2:23])=[O:22])=[N-:15]. Product: [Si:1]([O:8][CH2:9][CH2:10][N:11]1[C:12](=[O:13])[N:20]2[CH:19]=[N:18][C:17]([C:21]([NH2:23])=[O:22])=[C:16]2[N:14]=[N:15]1)([C:4]([CH3:7])([CH3:6])[CH3:5])([CH3:3])[CH3:2]. The catalyst class is: 16.